From a dataset of Experimentally validated miRNA-target interactions with 360,000+ pairs, plus equal number of negative samples. Binary Classification. Given a miRNA mature sequence and a target amino acid sequence, predict their likelihood of interaction. (1) The protein sequence of the target gene is MSNPFLKQVFNKDKTFRPKRKFEPGTQRFELHKKAQASLNAGLDLRLAVQLPPGEDLNDWVAVHVVDFFNRVNLIYGTISDGCTEQSCPVMSGGPKYEYRWQDEHKFRKPTALSAPRYMDLLMDWIEAQINNEDLFPTNVGTPFPKNFLQTVRKILSRLFRVFVHVYIHHFDRIAQMGSEAHVNTCYKHFYYFVKEFGLIDTKELEPLKEMTARMCH. Result: 0 (no interaction). The miRNA is mmu-miR-5126 with sequence GCGGGCGGGGCCGGGGGCGGGG. (2) The protein sequence of the target gene is MDLRTAVYNAARDGKLQLLQKLLSGRSREELDELTGEVAGGGTPLLIAARYGHLDVVEYLVDRCGASVEAGGSVHFDGETIEGAPPLWAASAAGHLDVVRSLLRRGASVNRTTRTNSTPLRAACFDGHLEVVRYLVGEHQADLEVANRHGHTCLMISCYKGHREIARYLLEQGAQVNRRSAKGNTALHDCAESGSLEILQLLLGCKARMERDGYGMTPLLAASVTGHTNIVEYLIQEQPGQEQVAGGEAQPGLPQEDPSTSQGCAQPQGAPCCSSSPEEPLNGESYESCCPTSREAAVEA.... The miRNA is hsa-miR-4519 with sequence CAGCAGUGCGCAGGGCUG. Result: 1 (interaction).